From a dataset of Forward reaction prediction with 1.9M reactions from USPTO patents (1976-2016). Predict the product of the given reaction. (1) Given the reactants [CH2:1]1[CH2:10][O:9][C:8]2[CH:7]=[CH:6][C:5]([NH:11][C:12]3[N:17]=[C:16]([NH:18][C:19]4[CH:24]=[CH:23][C:22]5[O:25][CH2:26][CH2:27][O:28][C:21]=5[CH:20]=4)[C:15]([C:29]4[CH:34]=[CH:33][CH:32]=[CH:31][CH:30]=4)=[CH:14][N:13]=3)=[CH:4][C:3]=2[O:2]1.C1COC2C=CC(NC3N=C(NC4C=CC5OCCOC=5C=4)C(Br)=CN=3)=CC=2O1.[CH3:64][O:65][C:66](C1C=CC(B(O)O)=CC=1)=[O:67], predict the reaction product. The product is: [CH2:1]1[CH2:10][O:9][C:8]2[CH:7]=[CH:6][C:5]([NH:11][C:12]3[N:17]=[C:16]([NH:18][C:19]4[CH:24]=[CH:23][C:22]5[O:25][CH2:26][CH2:27][O:28][C:21]=5[CH:20]=4)[C:15]([C:29]4[CH:34]=[CH:33][C:32]([C:66]([O:65][CH3:64])=[O:67])=[CH:31][CH:30]=4)=[CH:14][N:13]=3)=[CH:4][C:3]=2[O:2]1. (2) Given the reactants [Br:1][C:2]1[CH:3]=[C:4]2[C:9](=[CH:10][CH:11]=1)[C:8](=[O:12])[NH:7][C:6](=[O:13])[CH2:5]2.[CH:14](OC)(OC)[O:15][CH3:16].C(OC(=O)C)(=O)C, predict the reaction product. The product is: [Br:1][C:2]1[CH:3]=[C:4]2[C:9](=[CH:10][CH:11]=1)[C:8](=[O:12])[NH:7][C:6](=[O:13])[C:5]2=[CH:14][O:15][CH3:16].